Dataset: Catalyst prediction with 721,799 reactions and 888 catalyst types from USPTO. Task: Predict which catalyst facilitates the given reaction. (1) Reactant: Br[C:2]1[CH:3]=[C:4]([N:8]2[CH2:13][CH2:12][N:11]([C:14]([O:16][C:17]([CH3:20])([CH3:19])[CH3:18])=[O:15])[CH2:10][CH2:9]2)[CH:5]=[CH:6][CH:7]=1.[F:21][C:22]1[C:27]([F:28])=[CH:26][CH:25]=[CH:24][C:23]=1B(O)O.C(=O)([O-])[O-].[Na+].[Na+].O. Product: [F:21][C:22]1[C:27]([F:28])=[CH:26][CH:25]=[CH:24][C:23]=1[C:2]1[CH:7]=[CH:6][CH:5]=[C:4]([N:8]2[CH2:13][CH2:12][N:11]([C:14]([O:16][C:17]([CH3:20])([CH3:19])[CH3:18])=[O:15])[CH2:10][CH2:9]2)[CH:3]=1. The catalyst class is: 149. (2) Reactant: [CH:1]1[CH:19]=[CH:18][C:15]2=[C:16]3[C:17]4[C:9](=[CH:10][CH:11]=[CH:12][C:13]=4[S:14]2)[C:8]2[C:3](=[CH:4][CH:5]=[CH:6][CH:7]=2)[C:2]=13.[Br:20]Br. Product: [Br:20][C:10]1[CH:11]=[CH:12][C:13]2[S:14][C:15]3[CH:18]=[CH:19][CH:1]=[C:2]4[C:16]=3[C:17]=2[C:9]=1[C:8]1[C:3]4=[CH:4][CH:5]=[CH:6][CH:7]=1. The catalyst class is: 22. (3) Reactant: [CH2:1]([OH:7])[CH:2]([OH:6])[CH2:3][CH2:4][OH:5].[CH:8](=O)[C:9]1[CH:14]=[CH:13][CH:12]=[CH:11][CH:10]=1. Product: [OH:7][CH2:1][CH:2]1[CH2:3][CH2:4][O:5][CH:8]([C:9]2[CH:14]=[CH:13][CH:12]=[CH:11][CH:10]=2)[O:6]1. The catalyst class is: 743. (4) Reactant: C(OC([N:8]1[CH2:17][CH2:16][C:15]2[N:14]=[CH:13][C:12]([NH:18][C:19](=[O:40])[C:20]3[CH:25]=[CH:24][CH:23]=[C:22]([CH2:26][NH:27][C:28](=[O:39])[C:29]4[CH:34]=[CH:33][C:32]([O:35][CH3:36])=[C:31]([O:37][CH3:38])[CH:30]=4)[CH:21]=3)=[CH:11][C:10]=2[CH2:9]1)=O)(C)(C)C.Cl.O1CCOCC1. Product: [CH3:38][O:37][C:31]1[CH:30]=[C:29]([CH:34]=[CH:33][C:32]=1[O:35][CH3:36])[C:28]([NH:27][CH2:26][C:22]1[CH:23]=[CH:24][CH:25]=[C:20]([C:19](=[O:40])[NH:18][C:12]2[CH:13]=[N:14][C:15]3[CH2:16][CH2:17][NH:8][CH2:9][C:10]=3[CH:11]=2)[CH:21]=1)=[O:39]. The catalyst class is: 2. (5) Reactant: [F:1][C:2]1[CH:3]=[C:4]([S:8]([C:11]2[CH:16]=[CH:15][C:14]([N:17]3[CH2:23][CH2:22][CH2:21][NH:20][CH2:19][CH2:18]3)=[CH:13][C:12]=2[N+:24]([O-:26])=[O:25])(=[O:10])=[O:9])[CH:5]=[CH:6][CH:7]=1.[OH-].[Na+].[C:29](O[C:29]([O:31][C:32]([CH3:35])([CH3:34])[CH3:33])=[O:30])([O:31][C:32]([CH3:35])([CH3:34])[CH3:33])=[O:30].Cl. Product: [F:1][C:2]1[CH:3]=[C:4]([S:8]([C:11]2[CH:16]=[CH:15][C:14]([N:17]3[CH2:23][CH2:22][CH2:21][N:20]([C:29]([O:31][C:32]([CH3:35])([CH3:34])[CH3:33])=[O:30])[CH2:19][CH2:18]3)=[CH:13][C:12]=2[N+:24]([O-:26])=[O:25])(=[O:10])=[O:9])[CH:5]=[CH:6][CH:7]=1. The catalyst class is: 569. (6) The catalyst class is: 14. Product: [Br:16][C:13]1[CH:12]=[CH:11][C:10]([C:9]2[O:8][N:7]=[C:6]([CH3:17])[C:5]=2[CH2:3][OH:2])=[CH:15][CH:14]=1. Reactant: C[O:2][C:3]([C:5]1[C:6]([CH3:17])=[N:7][O:8][C:9]=1[C:10]1[CH:15]=[CH:14][C:13]([Br:16])=[CH:12][CH:11]=1)=O.[BH4-].[Li+]. (7) The catalyst class is: 3. Product: [Cl:10][CH2:9][C:5]1[N:4]=[C:3]([CH2:2][N:15]2[C:11](=[O:21])[C:12]3[C:13](=[CH:17][CH:18]=[CH:19][CH:20]=3)[C:14]2=[O:16])[CH:8]=[CH:7][CH:6]=1. Reactant: Cl[CH2:2][C:3]1[CH:8]=[CH:7][CH:6]=[C:5]([CH2:9][Cl:10])[N:4]=1.[C:11]1(=[O:21])[NH:15][C:14](=[O:16])[C:13]2=[CH:17][CH:18]=[CH:19][CH:20]=[C:12]12.[K]. (8) Reactant: [N:1]1([C:7]2[CH:8]=[CH:9][C:10]3[N:11]([C:13]([CH:16]4[CH2:21][CH2:20][CH2:19][NH:18][CH2:17]4)=[N:14][N:15]=3)[N:12]=2)[CH2:6][CH2:5][CH2:4][CH2:3][CH2:2]1.C(N(CC)CC)C.[CH3:29][S:30](Cl)(=[O:32])=[O:31]. Product: [CH3:29][S:30]([N:18]1[CH2:19][CH2:20][CH2:21][CH:16]([C:13]2[N:11]3[N:12]=[C:7]([N:1]4[CH2:2][CH2:3][CH2:4][CH2:5][CH2:6]4)[CH:8]=[CH:9][C:10]3=[N:15][N:14]=2)[CH2:17]1)(=[O:32])=[O:31]. The catalyst class is: 2. (9) Reactant: [CH2:1]([O:8][C:9]([N:11]1[C:19]2[C:14](=[CH:15][C:16](B3OC(C)(C)C(C)(C)O3)=[CH:17][CH:18]=2)[CH2:13][CH2:12]1)=[O:10])[C:2]1[CH:7]=[CH:6][CH:5]=[CH:4][CH:3]=1.[CH2:29]([O:31][C:32](=[O:40])[C:33]1[CH:38]=[CH:37][N:36]=[C:35](Cl)[CH:34]=1)[CH3:30].C(=O)([O-])[O-].[Cs+].[Cs+]. Product: [CH2:1]([O:8][C:9]([N:11]1[C:19]2[C:14](=[CH:15][C:16]([C:35]3[CH:34]=[C:33]([C:32]([O:31][CH2:29][CH3:30])=[O:40])[CH:38]=[CH:37][N:36]=3)=[CH:17][CH:18]=2)[CH2:13][CH2:12]1)=[O:10])[C:2]1[CH:3]=[CH:4][CH:5]=[CH:6][CH:7]=1. The catalyst class is: 35.